From a dataset of NCI-60 drug combinations with 297,098 pairs across 59 cell lines. Regression. Given two drug SMILES strings and cell line genomic features, predict the synergy score measuring deviation from expected non-interaction effect. Drug 1: CN(C(=O)NC(C=O)C(C(C(CO)O)O)O)N=O. Drug 2: CC(C)NC(=O)C1=CC=C(C=C1)CNNC.Cl. Cell line: KM12. Synergy scores: CSS=-2.23, Synergy_ZIP=9.30, Synergy_Bliss=-0.0166, Synergy_Loewe=-2.46, Synergy_HSA=-2.36.